Dataset: Retrosynthesis with 50K atom-mapped reactions and 10 reaction types from USPTO. Task: Predict the reactants needed to synthesize the given product. (1) Given the product C=CCc1cc(-c2ccccc2C)ccc1OCc1ccccc1, predict the reactants needed to synthesize it. The reactants are: BrCc1ccccc1.C=CCc1cc(-c2ccccc2C)ccc1O. (2) Given the product COc1cccc2c1CCCCN2S(=O)(=O)c1ccc(Cl)c([N+](=O)[O-])c1, predict the reactants needed to synthesize it. The reactants are: COc1cccc2c1CCCCN2.O=[N+]([O-])c1cc(S(=O)(=O)Cl)ccc1Cl. (3) Given the product COc1ccc2ncn(-c3cc(OCc4ccccc4C(F)(F)F)c(C(N)=O)s3)c2n1, predict the reactants needed to synthesize it. The reactants are: COC(=O)c1sc(-n2cnc3ccc(OC)nc32)cc1OCc1ccccc1C(F)(F)F.N. (4) Given the product Cc1ccc(CN2CC3(Nc4ccc5[nH]ncc5c4)CCC2C3)cc1NS(C)(=O)=O, predict the reactants needed to synthesize it. The reactants are: Cc1ccc(C=O)cc1NS(C)(=O)=O.c1cc2[nH]ncc2cc1NC12CCC(C1)NC2. (5) Given the product O=C(NC1C2CC3CC(C2)CC1C3)N1CCCC2(Cc3ccccc3C2)C1, predict the reactants needed to synthesize it. The reactants are: O=C(NC1C2CC3CC(C2)CC1C3)N1CCCC2(Cc3ccccc3C2O)C1. (6) Given the product COc1cc2ncnc(N3CCN(C(=O)N(c4ccccc4)c4ccccc4)CC3)c2cc1OC, predict the reactants needed to synthesize it. The reactants are: COc1cc2ncnc(N3CCNCC3)c2cc1OC.O=C(Cl)N(c1ccccc1)c1ccccc1. (7) The reactants are: COc1cc(C=CC(=O)N[C@H]2CC[C@H](C)CC2)ccc1OCCn1ccnc1. Given the product COc1cc(CCC(=O)N[C@H]2CC[C@H](C)CC2)ccc1OCCn1ccnc1, predict the reactants needed to synthesize it. (8) Given the product CCc1cnc(N2CCC3(CC2)OCCO3)nc1, predict the reactants needed to synthesize it. The reactants are: C1CC2(CCN1)OCCO2.CCc1cnc(Cl)nc1. (9) The reactants are: Cc1cc(OCCO)c(OCCO)cc1-c1cccc(CO)c1C. Given the product Cc1cc(OCCO)c(OCCO)cc1-c1cccc(C=O)c1C, predict the reactants needed to synthesize it.